From a dataset of Peptide-MHC class I binding affinity with 185,985 pairs from IEDB/IMGT. Regression. Given a peptide amino acid sequence and an MHC pseudo amino acid sequence, predict their binding affinity value. This is MHC class I binding data. (1) The peptide sequence is WMLGTGVYL. The MHC is HLA-B27:05 with pseudo-sequence HLA-B27:05. The binding affinity (normalized) is 0.377. (2) The peptide sequence is SFYLISIFLH. The MHC is HLA-A11:01 with pseudo-sequence HLA-A11:01. The binding affinity (normalized) is 0.0990. (3) The peptide sequence is LPFPFLYKFLL. The MHC is HLA-A24:02 with pseudo-sequence HLA-A24:02. The binding affinity (normalized) is 0.383. (4) The peptide sequence is RALIFILL. The MHC is H-2-Db with pseudo-sequence H-2-Db. The binding affinity (normalized) is 0.299. (5) The binding affinity (normalized) is 0.213. The peptide sequence is AVEGGLYPV. The MHC is HLA-B07:02 with pseudo-sequence HLA-B07:02. (6) The peptide sequence is LLPYPIAGC. The MHC is HLA-A02:50 with pseudo-sequence HLA-A02:50. The binding affinity (normalized) is 0.706. (7) The MHC is HLA-A02:02 with pseudo-sequence HLA-A02:02. The binding affinity (normalized) is 0.417. The peptide sequence is GFAAPQFSL. (8) The peptide sequence is LEKARGSTY. The MHC is HLA-B45:01 with pseudo-sequence HLA-B45:01. The binding affinity (normalized) is 0. (9) The peptide sequence is ETQTGMHAH. The MHC is HLA-A11:01 with pseudo-sequence HLA-A11:01. The binding affinity (normalized) is 0.392. (10) The peptide sequence is LRYGNVLDV. The MHC is HLA-B15:17 with pseudo-sequence HLA-B15:17. The binding affinity (normalized) is 0.0847.